This data is from Full USPTO retrosynthesis dataset with 1.9M reactions from patents (1976-2016). The task is: Predict the reactants needed to synthesize the given product. (1) Given the product [C:17]([C:21]1[CH:26]=[C:25]([C:27]([CH3:30])([CH3:29])[CH3:28])[CH:24]=[C:23]([N:11]=[N:4][C:3]2[CH:5]=[C:6]([Cl:9])[CH:7]=[CH:8][C:2]=2[Cl:1])[C:22]=1[OH:31])([CH3:20])([CH3:19])[CH3:18], predict the reactants needed to synthesize it. The reactants are: [Cl:1][C:2]1[CH:8]=[CH:7][C:6]([Cl:9])=[CH:5][C:3]=1[NH2:4].Cl.[N:11]([O-])=O.[Na+].[OH-].[Na+].[C:17]([C:21]1[CH:26]=[C:25]([C:27]([CH3:30])([CH3:29])[CH3:28])[CH:24]=[CH:23][C:22]=1[OH:31])([CH3:20])([CH3:19])[CH3:18]. (2) Given the product [C@@H:6]1([OH:7])[C@@H:5]([OH:12])[C@H:4]([OH:13])[C@@H:3]([OH:18])[C@@H:2]([OH:23])[C@H:1]1[OH:28], predict the reactants needed to synthesize it. The reactants are: [C@H:1]1([OH:28])[CH:6]([O:7]P(O)(O)=O)[C@H:5]([OH:12])[C@H:4]([O:13]P(O)(O)=O)[CH:3]([O:18]P(O)(O)=O)[C@@H:2]1[O:23]P(O)(O)=O.CCCCCCCCCCCCCCCCCC(O[C@@H](COP(OC1[C@H](O)[C@H](OP(O)(O)=O)C(OP(O)(O)=O)[C@H](OP(O)(O)=O)[C@H]1O)(O)=O)COC(CCCCCCCCCCCCCCC)=O)=O.[Mg+2].[Cl-].[Cl-].C(S)[C@@H](O)[C@H](O)CS.C1N=C(N)C2N=CN([C@@H]3O[C@H](COP(O[C@H]4[C@@H](O)[C@H](N5C6N=CN=C(N)C=6N=C5)O[C@@H]4COP(O[C@H]4[C@@H](O)[C@H](N5C6N=CN=C(N)C=6N=C5)O[C@@H]4CO)(O)=O)(O)=O)[C@@H](O)[C@H]3O)C=2N=1.C(OC=O)[C@@H](OC=O)COP(OC1[C@H](O)[C@H](OP(O)(O)=O)C(OP(O)(O)=O)[C@H](OP(O)(O)=O)[C@H]1O)(O)=O. (3) Given the product [C:8]1([C:7]2[C:2]([O:1][CH:31]3[CH2:36][CH2:35][N:34]([C:37]4[N:38]=[CH:39][C:40]([CH2:43][CH2:44][CH3:45])=[CH:41][N:42]=4)[CH2:33][CH2:32]3)=[CH:3][C:4](=[O:14])[NH:5][CH:6]=2)[CH:9]=[CH:10][CH:11]=[CH:12][CH:13]=1, predict the reactants needed to synthesize it. The reactants are: [OH:1][C:2]1[C:7]([C:8]2[CH:13]=[CH:12][CH:11]=[CH:10][CH:9]=2)=[CH:6][NH:5][C:4](=[O:14])[CH:3]=1.CS(C1C=CNC(=O)C=1)(=O)=O.CS(O[CH:31]1[CH2:36][CH2:35][N:34]([C:37]2[N:42]=[CH:41][C:40]([CH2:43][CH2:44][CH3:45])=[CH:39][N:38]=2)[CH2:33][CH2:32]1)(=O)=O.CS(OC1CCN(C(OC(C)(C)C)=O)CC1)(=O)=O.